The task is: Predict the reactants needed to synthesize the given product.. This data is from Full USPTO retrosynthesis dataset with 1.9M reactions from patents (1976-2016). (1) Given the product [F:1][C:2]1[CH:3]=[CH:4][C:5]([C:8]2[CH:12]=[C:11]([C:13]([NH:15][CH2:16][CH2:17][C:18]([OH:20])=[O:19])=[O:14])[O:10][N:9]=2)=[CH:6][CH:7]=1, predict the reactants needed to synthesize it. The reactants are: [F:1][C:2]1[CH:7]=[CH:6][C:5]([C:8]2[CH:12]=[C:11]([C:13]([NH:15][CH2:16][CH2:17][C:18]([O:20]C)=[O:19])=[O:14])[O:10][N:9]=2)=[CH:4][CH:3]=1.[OH-].[Li+]. (2) The reactants are: Cl.[O:2]=[C:3]1[CH2:8][NH:7][CH2:6][CH2:5][N:4]1[C:9]1[CH:10]=[C:11]2[C:16](=[CH:17][CH:18]=1)[CH:15]=[C:14]([C:19]#[N:20])[CH:13]=[CH:12]2.[O:21]=[C:22]1[C:26]2[CH:27]=[CH:28][C:29]([CH2:31][CH:32]=O)=[CH:30][C:25]=2[CH2:24][O:23]1.[Na]. Given the product [O:2]=[C:3]1[CH2:8][N:7]([CH2:32][CH2:31][C:29]2[CH:28]=[CH:27][C:26]3[C:22](=[O:21])[O:23][CH2:24][C:25]=3[CH:30]=2)[CH2:6][CH2:5][N:4]1[C:9]1[CH:10]=[C:11]2[C:16](=[CH:17][CH:18]=1)[CH:15]=[C:14]([C:19]#[N:20])[CH:13]=[CH:12]2, predict the reactants needed to synthesize it. (3) Given the product [F:1][C:2]1[CH:9]=[CH:8][CH:7]=[C:6]([C:10]([F:11])([F:12])[F:13])[C:3]=1[CH2:4][NH:5][C:15]([NH2:14])=[O:16], predict the reactants needed to synthesize it. The reactants are: [F:1][C:2]1[CH:9]=[CH:8][CH:7]=[C:6]([C:10]([F:13])([F:12])[F:11])[C:3]=1[CH2:4][NH2:5].[NH2:14][C:15](N)=[O:16].Cl.